This data is from Full USPTO retrosynthesis dataset with 1.9M reactions from patents (1976-2016). The task is: Predict the reactants needed to synthesize the given product. (1) Given the product [F:1][C:2]([F:11])([F:12])[O:3][C:4]1[CH:5]=[C:6]([NH:7][N:22]=[C:34]([C:35](=[O:37])[CH3:36])[C:31](=[O:33])[CH3:32])[CH:8]=[CH:9][CH:10]=1, predict the reactants needed to synthesize it. The reactants are: [F:1][C:2]([F:12])([F:11])[O:3][C:4]1[CH:5]=[C:6]([CH:8]=[CH:9][CH:10]=1)[NH2:7].P(=O)(O)(O)O.[N+]([O-])(O)=O.[N:22]([O-])=O.[Na+].C([O-])(=O)C.[K+].[C:31]([CH2:34][C:35](=[O:37])[CH3:36])(=[O:33])[CH3:32]. (2) Given the product [Br:1][C:2]1[CH:7]=[CH:6][C:5]([CH:8]([C:19]2[CH:24]=[CH:23][CH:22]=[CH:21][C:20]=2[CH3:25])[CH2:9]/[C:10](/[C:12]2[CH:17]=[CH:16][C:15]([OH:18])=[CH:14][CH:13]=2)=[N:27]\[OH:28])=[CH:4][CH:3]=1, predict the reactants needed to synthesize it. The reactants are: [Br:1][C:2]1[CH:7]=[CH:6][C:5]([CH:8]([C:19]2[CH:24]=[CH:23][CH:22]=[CH:21][C:20]=2[CH3:25])[CH2:9][C:10]([C:12]2[CH:17]=[CH:16][C:15]([OH:18])=[CH:14][CH:13]=2)=O)=[CH:4][CH:3]=1.Cl.[NH2:27][OH:28].C([O-])(O)=O.[Na+].[Cl-].[NH4+]. (3) Given the product [F:1][C:2]1[CH:3]=[C:4]([C@@H:10]2[CH2:15][O:14][CH2:13][C@@H:12]3[CH2:16][CH2:17][CH2:18][C:19](=[O:20])[N:11]23)[CH:5]=[C:6]([F:9])[C:7]=1[F:8], predict the reactants needed to synthesize it. The reactants are: [F:1][C:2]1[CH:3]=[C:4]([C@@H:10]2[CH2:15][O:14][CH2:13][C@@H:12]3[CH:16]=[CH:17][CH2:18][C:19](=[O:20])[N:11]23)[CH:5]=[C:6]([F:9])[C:7]=1[F:8].[H][H]. (4) Given the product [CH3:20][O:3][CH2:4][C:5]1([C:11]([O:13][CH2:14][CH3:15])=[O:12])[CH2:10][CH2:9][CH2:8][CH2:7][O:6]1, predict the reactants needed to synthesize it. The reactants are: [H-].[Na+].[OH:3][CH2:4][C:5]1([C:11]([O:13][CH2:14][CH3:15])=[O:12])[CH2:10][CH2:9][CH2:8][CH2:7][O:6]1.S(OC)(O[CH3:20])(=O)=O. (5) Given the product [Br:21][C:14]1[C:13]([CH3:12])=[CH:18][C:17]([CH3:19])=[CH:16][N:15]=1, predict the reactants needed to synthesize it. The reactants are: CN(CCO)C.[Li]CCCC.[CH3:12][C:13]1[CH:14]=[N:15][CH:16]=[C:17]([CH3:19])[CH:18]=1.C(Br)(Br)(Br)[Br:21]. (6) Given the product [CH3:1][N:2]1[CH2:7][CH2:6][CH:5]([C:8]([N:10]2[CH2:11][CH2:12][NH:13][CH2:14][CH2:15]2)=[O:9])[CH2:4][CH2:3]1, predict the reactants needed to synthesize it. The reactants are: [CH3:1][N:2]1[CH2:7][CH2:6][CH:5]([C:8]([N:10]2[CH2:15][CH2:14][N:13](C(OC(C)(C)C)=O)[CH2:12][CH2:11]2)=[O:9])[CH2:4][CH2:3]1.FC(F)(F)C(O)=O. (7) Given the product [CH3:1][O:2][C:3]1[CH:8]=[CH:7][C:6]([C:9]([C:37]2[CH:42]=[CH:41][C:40]([O:43][CH3:44])=[CH:39][CH:38]=2)([C:31]2[CH:36]=[CH:35][CH:34]=[CH:33][CH:32]=2)[NH:10][C:11]2[CH2:12][O:13][C:14]([CH3:30])([CH3:29])[C:15]([F:28])([F:27])[C@:16]([C:19]3[CH:24]=[C:23]([NH:51][C:48]4[CH:49]=[CH:50][N:46]([CH3:45])[N:47]=4)[CH:22]=[CH:21][C:20]=3[F:26])([CH3:18])[N:17]=2)=[CH:5][CH:4]=1, predict the reactants needed to synthesize it. The reactants are: [CH3:1][O:2][C:3]1[CH:8]=[CH:7][C:6]([C:9]([C:37]2[CH:42]=[CH:41][C:40]([O:43][CH3:44])=[CH:39][CH:38]=2)([C:31]2[CH:36]=[CH:35][CH:34]=[CH:33][CH:32]=2)[NH:10][C:11]2[CH2:12][O:13][C:14]([CH3:30])([CH3:29])[C:15]([F:28])([F:27])[C@:16]([C:19]3[CH:24]=[C:23](Br)[CH:22]=[CH:21][C:20]=3[F:26])([CH3:18])[N:17]=2)=[CH:5][CH:4]=1.[CH3:45][N:46]1[CH:50]=[CH:49][C:48]([NH2:51])=[N:47]1. (8) Given the product [C:22]([C:18]1[CH:17]=[C:16]([C:7]2[CH:6]=[C:5]3[C:10](=[CH:9][C:8]=2[C:12]([F:15])([F:13])[F:14])[NH:11][C:40](=[O:39])[N:38]([NH:37][S:34]([CH3:33])(=[O:36])=[O:35])[C:3]3=[O:4])[CH:21]=[CH:20][CH:19]=1)#[N:23], predict the reactants needed to synthesize it. The reactants are: CO[C:3]([C:5]1[CH:6]=[C:7]([C:16]2[CH:21]=[CH:20][CH:19]=[C:18]([C:22]#[N:23])[CH:17]=2)[C:8]([C:12]([F:15])([F:14])[F:13])=[CH:9][C:10]=1[NH2:11])=[O:4].CCN(C(C)C)C(C)C.[CH3:33][S:34]([NH:37][NH2:38])(=[O:36])=[O:35].[O:39]1CCOC[CH2:40]1.